From a dataset of Full USPTO retrosynthesis dataset with 1.9M reactions from patents (1976-2016). Predict the reactants needed to synthesize the given product. Given the product [Cl:1][C:2]1[C:3]([C:11]#[N:12])=[C:4]([C:8]([NH:61][C@@H:62]2[CH2:67][CH2:66][N:65]([C:68]([O:70][CH2:71][CH3:72])=[O:69])[CH2:64][C@@H:63]2[O:73][CH3:74])=[O:10])[NH:5][C:6]=1[CH3:7], predict the reactants needed to synthesize it. The reactants are: [Cl:1][C:2]1[C:3]([C:11]#[N:12])=[C:4]([C:8]([OH:10])=O)[NH:5][C:6]=1[CH3:7].CCN(C(C)C)C(C)C.CN(C(ON1N=NC2C=CC=NC1=2)=[N+](C)C)C.F[P-](F)(F)(F)(F)F.CC1(C)C2CC[C@]1(CS(O)(=O)=O)C(=O)C2.[NH2:61][C@@H:62]1[CH2:67][CH2:66][N:65]([C:68]([O:70][CH2:71][CH3:72])=[O:69])[CH2:64][C@@H:63]1[O:73][CH3:74].